The task is: Predict the product of the given reaction.. This data is from Forward reaction prediction with 1.9M reactions from USPTO patents (1976-2016). (1) Given the reactants [Cl-].[NH4+].[OH:3][C:4]1([CH2:21][N:22]2[C:31](=[O:32])[C:30]3[C:25](=[CH:26][C:27]([N+:33]([O-])=O)=[CH:28][CH:29]=3)[N:24]=[CH:23]2)[CH2:9][CH2:8][N:7]([C:10](=[O:20])[CH2:11][CH:12]([C:14]2[CH:19]=[CH:18][CH:17]=[CH:16][CH:15]=2)[CH3:13])[CH2:6][CH2:5]1, predict the reaction product. The product is: [NH2:33][C:27]1[CH:26]=[C:25]2[C:30]([C:31](=[O:32])[N:22]([CH2:21][C:4]3([OH:3])[CH2:9][CH2:8][N:7]([C:10](=[O:20])[CH2:11][CH:12]([C:14]4[CH:15]=[CH:16][CH:17]=[CH:18][CH:19]=4)[CH3:13])[CH2:6][CH2:5]3)[CH:23]=[N:24]2)=[CH:29][CH:28]=1. (2) Given the reactants [Cl:1][C:2]1[CH:7]=[CH:6][C:5]([S:8]([NH:11][C@H:12]([C:15]2[CH:20]=[CH:19][CH:18]=[CH:17][CH:16]=2)[CH2:13][CH3:14])(=[O:10])=[O:9])=[CH:4][CH:3]=1.Br[CH2:22][C:23]1[CH:24]=[CH:25][C:26]([C:29]#[N:30])=[N:27][CH:28]=1.C([O-])([O-])=O.[K+].[K+], predict the reaction product. The product is: [Cl:1][C:2]1[CH:7]=[CH:6][C:5]([S:8]([N:11]([CH2:22][C:23]2[CH:28]=[N:27][C:26]([C:29]#[N:30])=[CH:25][CH:24]=2)[C@H:12]([C:15]2[CH:16]=[CH:17][CH:18]=[CH:19][CH:20]=2)[CH2:13][CH3:14])(=[O:10])=[O:9])=[CH:4][CH:3]=1. (3) Given the reactants [F:1][C:2]1[CH:3]=[CH:4][C:5]([O:10][C:11]2[CH:12]=[C:13]3[C:17](=[CH:18][CH:19]=2)[N:16]([CH2:20][CH2:21][OH:22])[N:15]=[CH:14]3)=[C:6]([CH:9]=1)[C:7]#[N:8].[BH4-].[Na+].C([O-])([O-])=O.[Na+].[Na+], predict the reaction product. The product is: [NH2:8][CH2:7][C:6]1[CH:9]=[C:2]([F:1])[CH:3]=[CH:4][C:5]=1[O:10][C:11]1[CH:12]=[C:13]2[C:17](=[CH:18][CH:19]=1)[N:16]([CH2:20][CH2:21][OH:22])[N:15]=[CH:14]2. (4) The product is: [Cl:7][C:13]1[C:22]2[C:17](=[CH:18][CH:19]=[CH:20][CH:21]=2)[N:16]=[CH:15][N:14]=1. Given the reactants P(Cl)(Cl)(Cl)=O.P(Cl)(Cl)(Cl)(Cl)[Cl:7].O[C:13]1[C:22]2[C:17](=[CH:18][CH:19]=[CH:20][CH:21]=2)[N:16]=[CH:15][N:14]=1, predict the reaction product. (5) Given the reactants [CH2:1]([O:8][C:9]1[CH:10]=[CH:11][CH:12]=[C:13]2[C:18]=1[N:17]=[C:16](Cl)[CH:15]=[CH:14]2)[C:2]1[CH:7]=[CH:6][CH:5]=[CH:4][CH:3]=1.[CH3:20][O-:21].[Na+], predict the reaction product. The product is: [CH2:1]([O:8][C:9]1[CH:10]=[CH:11][CH:12]=[C:13]2[C:18]=1[N:17]=[C:16]([O:21][CH3:20])[CH:15]=[CH:14]2)[C:2]1[CH:7]=[CH:6][CH:5]=[CH:4][CH:3]=1. (6) Given the reactants Br[C:2]1[CH:10]=[C:9]2[C:5]([C:6]([CH3:14])([CH3:13])[C:7](=[O:12])[N:8]2[CH3:11])=[CH:4][CH:3]=1.[CH:15]([C:18]1[N:19]=[CH:20][NH:21][CH:22]=1)([CH3:17])[CH3:16], predict the reaction product. The product is: [CH:15]([C:18]1[N:19]=[CH:20][N:21]([C:2]2[CH:10]=[C:9]3[C:5]([C:6]([CH3:14])([CH3:13])[C:7](=[O:12])[N:8]3[CH3:11])=[CH:4][CH:3]=2)[CH:22]=1)([CH3:17])[CH3:16]. (7) Given the reactants C[N:2]([CH3:12])/[CH:3]=[C:4](\[N+:10]#[C-:11])/[C:5]([O:7][CH2:8][CH3:9])=[O:6].[CH2:13](N)[CH:14]=C, predict the reaction product. The product is: [CH2:12]([N:2]1[CH:3]=[C:4]([C:5]([O:7][CH2:8][CH3:9])=[O:6])[N:10]=[CH:11]1)[CH:13]=[CH2:14].